The task is: Predict the reaction yield, written as a fraction of the theoretical maximum amount of product (1.0 means a 100% yield; for example, 0.34 means a 34% yield).. This data is from Reaction yield outcomes from USPTO patents with 853,638 reactions. (1) The reactants are [C:1]12([CH2:11][C:12]([NH:14][CH2:15][C:16]3[CH:21]=[CH:20][C:19]([Cl:22])=[CH:18][CH:17]=3)=[O:13])[CH2:10][CH:5]3[CH2:6][CH:7]([CH2:9][CH:3]([CH2:4]3)[CH2:2]1)[CH2:8]2.[H-].[Na+].[CH3:25]I. The catalyst is CN(C=O)C. The product is [C:1]12([CH2:11][C:12]([N:14]([CH2:15][C:16]3[CH:17]=[CH:18][C:19]([Cl:22])=[CH:20][CH:21]=3)[CH3:25])=[O:13])[CH2:10][CH:5]3[CH2:6][CH:7]([CH2:9][CH:3]([CH2:4]3)[CH2:2]1)[CH2:8]2. The yield is 0.780. (2) The reactants are [CH3:1][C:2]([CH3:46])=[CH:3][CH2:4][CH2:5]/[C:6](/[CH3:45])=[CH:7]/[CH2:8][CH2:9]/[C:10](/[CH3:44])=[CH:11]/[CH2:12][CH2:13]/[C:14](/[CH3:43])=[CH:15]/[CH2:16][CH2:17]/[C:18](/[CH3:42])=[CH:19]/[CH2:20][CH2:21]/[C:22](/[CH3:41])=[CH:23]/[CH2:24][CH2:25]/[C:26](/[CH3:40])=[CH:27]/[CH2:28][CH2:29]/[C:30](/[CH3:39])=[CH:31]/[CH2:32][CH2:33]/[C:34](/[CH3:38])=[CH:35]/[CH2:36]O.P(Br)(Br)[Br:48]. The catalyst is C1COCC1. The product is [CH3:1][C:2]([CH3:46])=[CH:3][CH2:4][CH2:5]/[C:6](/[CH3:45])=[CH:7]/[CH2:8][CH2:9]/[C:10](/[CH3:44])=[CH:11]/[CH2:12][CH2:13]/[C:14](/[CH3:43])=[CH:15]/[CH2:16][CH2:17]/[C:18](/[CH3:42])=[CH:19]/[CH2:20][CH2:21]/[C:22](/[CH3:41])=[CH:23]/[CH2:24][CH2:25]/[C:26](/[CH3:40])=[CH:27]/[CH2:28][CH2:29]/[C:30](/[CH3:39])=[CH:31]/[CH2:32][CH2:33]/[C:34](/[CH3:38])=[CH:35]/[CH2:36][Br:48]. The yield is 0.980. (3) The reactants are [F:1][C:2]1[CH:7]=[C:6]([C:8]2[C:9]3[C:10]4[CH:24]=[CH:23][S:22][C:11]=4[C:12](=[O:21])[NH:13][C:14]=3[C:15]([CH3:20])=[CH:16][C:17]=2[O:18][CH3:19])[CH:5]=[CH:4][C:3]=1[C@@H:25]([CH3:35])[CH2:26][NH:27]C(=O)OC(C)(C)C.[ClH:36]. The catalyst is CCOCC. The product is [ClH:36].[NH2:27][CH2:26][C@@H:25]([C:3]1[CH:4]=[CH:5][C:6]([C:8]2[C:9]3[C:10]4[CH:24]=[CH:23][S:22][C:11]=4[C:12](=[O:21])[NH:13][C:14]=3[C:15]([CH3:20])=[CH:16][C:17]=2[O:18][CH3:19])=[CH:7][C:2]=1[F:1])[CH3:35]. The yield is 0.810. (4) The reactants are [C:1]([N:9]1[CH2:14][CH2:13][N:12]([C:15](=[O:30])[CH:16]([O:18][C:19]2[CH:28]=[CH:27][CH:26]=[C:25]3[C:20]=2[CH:21]=[CH:22][N:23]=[C:24]3Cl)[CH3:17])[C@H:11]([CH3:31])[CH2:10]1)(=[O:8])[C:2]1[CH:7]=[CH:6][CH:5]=[CH:4][CH:3]=1.[F-].C([N+](CCCC)(CCCC)CCCC)CCC.C(N(CC)CC)C.[NH2:57][C:58]1[CH:62]=[CH:61][NH:60][N:59]=1. The catalyst is CS(C)=O. The product is [C:1]([N:9]1[CH2:14][CH2:13][N:12]([C:15](=[O:30])[C@@H:16]([O:18][C:19]2[CH:28]=[CH:27][CH:26]=[C:25]3[C:20]=2[CH:21]=[CH:22][N:23]=[C:24]3[NH:57][C:58]2[NH:59][N:60]=[CH:61][CH:62]=2)[CH3:17])[C@H:11]([CH3:31])[CH2:10]1)(=[O:8])[C:2]1[CH:7]=[CH:6][CH:5]=[CH:4][CH:3]=1. The yield is 0.390. (5) The reactants are [CH3:1][O:2][C:3](=[O:21])[C:4]1[CH:9]=[C:8]([NH2:10])[C:7]([NH2:11])=[C:6]([F:12])[C:5]=1[NH:13][C:14]1[CH:19]=[CH:18][CH:17]=[CH:16][C:15]=1[Cl:20].[C:22](O)(=O)C.C(N)=N. The catalyst is CCO.C(OCC)(=O)C. The product is [CH3:1][O:2][C:3]([C:4]1[C:5]([NH:13][C:14]2[CH:19]=[CH:18][CH:17]=[CH:16][C:15]=2[Cl:20])=[C:6]([F:12])[C:7]2[N:11]=[CH:22][NH:10][C:8]=2[CH:9]=1)=[O:21]. The yield is 0.850. (6) The reactants are [OH:1][C:2]1[C:3]([Br:8])=[N:4][CH:5]=[CH:6][CH:7]=1.[C:9](OC(=O)C)(=[O:11])[CH3:10].C([O-])([O-])=O.[Na+].[Na+]. No catalyst specified. The product is [Br:8][C:3]1[C:2]([O:1][C:9](=[O:11])[CH3:10])=[CH:7][CH:6]=[CH:5][N:4]=1. The yield is 0.990.